Dataset: Full USPTO retrosynthesis dataset with 1.9M reactions from patents (1976-2016). Task: Predict the reactants needed to synthesize the given product. Given the product [ClH:7].[F:2][C:3]1[CH:11]=[C:10]([O:12][CH2:13][CH2:14][CH2:15][N:16]2[CH2:21][CH2:20][CH2:19][CH2:18][CH2:17]2)[CH:9]=[CH:8][C:4]=1[C:5]([N:22]1[CH2:27][CH2:26][CH2:25][CH2:24][CH2:23]1)=[O:6], predict the reactants needed to synthesize it. The reactants are: Cl.[F:2][C:3]1[CH:11]=[C:10]([O:12][CH2:13][CH2:14][CH2:15][N:16]2[CH2:21][CH2:20][CH2:19][CH2:18][CH2:17]2)[CH:9]=[CH:8][C:4]=1[C:5]([Cl:7])=[O:6].[NH:22]1[CH2:27][CH2:26][CH2:25][CH2:24][CH2:23]1.